This data is from Catalyst prediction with 721,799 reactions and 888 catalyst types from USPTO. The task is: Predict which catalyst facilitates the given reaction. (1) Reactant: Br[CH2:2][C:3](=O)[C:4]([O:6][CH2:7][CH3:8])=[O:5].[CH3:10][C:11]([CH3:16])([CH3:15])[C:12](=[S:14])[NH2:13]. Product: [CH3:10][CH2:11][CH2:12][CH:3]([CH3:2])[CH3:4].[C:11]([C:12]1[S:14][CH:2]=[C:3]([C:4]([O:6][CH2:7][CH3:8])=[O:5])[N:13]=1)([CH3:16])([CH3:15])[CH3:10]. The catalyst class is: 653. (2) Reactant: FC(F)(F)C(O)=O.[OH:8][C:9]1([C:22]2[CH:27]=[CH:26][C:25]([CH2:28][O:29][C:30]3[C:39]4[C:34](=[CH:35][CH:36]=[CH:37][CH:38]=4)[C:33]4=[N:40][N:41]=[C:42]([C:43]5[CH:47]=[C:46]([CH3:48])[O:45][N:44]=5)[N:32]4[N:31]=3)=[CH:24][N:23]=2)[CH2:14][CH2:13][N:12](C(OC(C)(C)C)=O)[CH2:11][CH2:10]1. Product: [CH3:48][C:46]1[O:45][N:44]=[C:43]([C:42]2[N:32]3[N:31]=[C:30]([O:29][CH2:28][C:25]4[CH:26]=[CH:27][C:22]([C:9]5([OH:8])[CH2:14][CH2:13][NH:12][CH2:11][CH2:10]5)=[N:23][CH:24]=4)[C:39]4[C:34]([C:33]3=[N:40][N:41]=2)=[CH:35][CH:36]=[CH:37][CH:38]=4)[CH:47]=1. The catalyst class is: 2. (3) The catalyst class is: 2. Reactant: [NH2:1][C@H:2]([CH3:30])[C:3]([N:5]1[CH2:10][CH2:9][CH:8]([N:11]2[C:16](=[O:17])[C:15]([CH3:19])([CH3:18])[CH2:14][C:13]([C:20]3[CH:25]=[CH:24][C:23]([O:26][CH3:27])=[C:22]([O:28][CH3:29])[CH:21]=3)=[N:12]2)[CH2:7][CH2:6]1)=[O:4].[CH:31]1([CH2:34][O:35][C:36]2[CH:44]=[CH:43][C:39]3[O:40][CH2:41][O:42][C:38]=3[C:37]=2[C:45]2[C:46]3[NH:53][CH:52]=[C:51]([C:54](O)=[O:55])[C:47]=3[N:48]=[CH:49][N:50]=2)[CH2:33][CH2:32]1.CCOC(C(C#N)=NOC(N1CCOCC1)=[N+](C)C)=O.F[P-](F)(F)(F)(F)F.CCN(C(C)C)C(C)C. Product: [CH:31]1([CH2:34][O:35][C:36]2[CH:44]=[CH:43][C:39]3[O:40][CH2:41][O:42][C:38]=3[C:37]=2[C:45]2[C:46]3[NH:53][CH:52]=[C:51]([C:54]([NH:1][C@H:2]([CH3:30])[C:3]([N:5]4[CH2:10][CH2:9][CH:8]([N:11]5[C:16](=[O:17])[C:15]([CH3:19])([CH3:18])[CH2:14][C:13]([C:20]6[CH:25]=[CH:24][C:23]([O:26][CH3:27])=[C:22]([O:28][CH3:29])[CH:21]=6)=[N:12]5)[CH2:7][CH2:6]4)=[O:4])=[O:55])[C:47]=3[N:48]=[CH:49][N:50]=2)[CH2:32][CH2:33]1. (4) Reactant: [Cl:1][C:2]1[N:7]=[C:6]([NH:8]C(=O)C)[CH:5]=[C:4]([N:12]2[C:16]([CH3:17])=[CH:15][C:14]([CH3:18])=[N:13]2)[N:3]=1.C([O-])([O-])=O.[K+].[K+]. Product: [Cl:1][C:2]1[N:7]=[C:6]([NH2:8])[CH:5]=[C:4]([N:12]2[C:16]([CH3:17])=[CH:15][C:14]([CH3:18])=[N:13]2)[N:3]=1. The catalyst class is: 5. (5) Reactant: [CH2:1]([O:3][C:4]([C:6]1[C:10]2[CH2:11][N:12](C(=O)C)[CH2:13][CH2:14][C:9]=2[O:8][N:7]=1)=[O:5])[CH3:2].[ClH:18]. Product: [ClH:18].[CH2:1]([O:3][C:4]([C:6]1[C:10]2[CH2:11][NH:12][CH2:13][CH2:14][C:9]=2[O:8][N:7]=1)=[O:5])[CH3:2]. The catalyst class is: 88. (6) The catalyst class is: 29. Product: [NH2:1][CH2:4][CH2:5][CH:6]([CH2:12][CH2:13][NH2:14])[CH2:7][CH2:8][NH2:9]. Reactant: [N:1]([CH2:4][CH2:5][CH:6]([CH2:12][CH2:13][N:14]=[N+]=[N-])[CH2:7][CH2:8][N:9]=[N+]=[N-])=[N+]=[N-].[H][H].